From a dataset of Full USPTO retrosynthesis dataset with 1.9M reactions from patents (1976-2016). Predict the reactants needed to synthesize the given product. (1) Given the product [F:24][C:11]1[CH:10]=[C:9]([C:6]2[CH:5]=[CH:4][N:3]=[C:2]3[NH:1][C:39]([C:36]4[CH:35]=[CH:34][C:33]([CH2:32][N:29]5[CH2:28][CH2:27][N:26]([CH3:25])[CH2:31][CH2:30]5)=[CH:38][N:37]=4)=[N:8][C:7]=23)[CH:14]=[CH:13][C:12]=1[CH2:15][NH2:16], predict the reactants needed to synthesize it. The reactants are: [NH2:1][C:2]1[C:7]([NH2:8])=[C:6]([C:9]2[CH:14]=[CH:13][C:12]([CH2:15][NH:16]C(=O)OC(C)(C)C)=[C:11]([F:24])[CH:10]=2)[CH:5]=[CH:4][N:3]=1.[CH3:25][N:26]1[CH2:31][CH2:30][N:29]([CH2:32][C:33]2[CH:34]=[CH:35][C:36]([CH:39]=O)=[N:37][CH:38]=2)[CH2:28][CH2:27]1. (2) Given the product [N:31]1([C:2]([N:4]2[CH2:10][C:9]3[CH:11]=[C:12]([C:15]4[CH:16]=[CH:17][C:18]5[N:22]=[C:21]([CH3:39])[NH:20][C:19]=5[CH:30]=4)[CH:13]=[CH:14][C:8]=3[O:7][CH2:6][CH2:5]2)=[O:3])[CH2:37][CH2:36][CH2:35][CH2:34][CH2:33][CH2:32]1, predict the reactants needed to synthesize it. The reactants are: Cl[C:2]([N:4]1[CH2:10][C:9]2[CH:11]=[C:12]([C:15]3[CH:16]=[CH:17][C:18]4[N:22]=[CH:21][N:20](C(OC(C)(C)C)=O)[C:19]=4[CH:30]=3)[CH:13]=[CH:14][C:8]=2[O:7][CH2:6][CH2:5]1)=[O:3].[NH:31]1[CH2:37][CH2:36][CH2:35][CH2:34][CH2:33][CH2:32]1.F[C:39](F)(F)C(O)=O.